Dataset: NCI-60 drug combinations with 297,098 pairs across 59 cell lines. Task: Regression. Given two drug SMILES strings and cell line genomic features, predict the synergy score measuring deviation from expected non-interaction effect. (1) Drug 1: CC1=C2C(C(=O)C3(C(CC4C(C3C(C(C2(C)C)(CC1OC(=O)C(C(C5=CC=CC=C5)NC(=O)C6=CC=CC=C6)O)O)OC(=O)C7=CC=CC=C7)(CO4)OC(=O)C)O)C)OC(=O)C. Drug 2: CC1(CCCN1)C2=NC3=C(C=CC=C3N2)C(=O)N. Cell line: OVCAR3. Synergy scores: CSS=54.9, Synergy_ZIP=-0.139, Synergy_Bliss=-3.11, Synergy_Loewe=-22.4, Synergy_HSA=-2.26. (2) Drug 1: C1=CC(=CC=C1C#N)C(C2=CC=C(C=C2)C#N)N3C=NC=N3. Drug 2: CN1C(=O)N2C=NC(=C2N=N1)C(=O)N. Cell line: SW-620. Synergy scores: CSS=1.26, Synergy_ZIP=5.13, Synergy_Bliss=1.27, Synergy_Loewe=0.724, Synergy_HSA=-0.258. (3) Drug 1: CC12CCC3C(C1CCC2=O)CC(=C)C4=CC(=O)C=CC34C. Drug 2: C1=CC=C(C=C1)NC(=O)CCCCCCC(=O)NO. Cell line: T-47D. Synergy scores: CSS=21.1, Synergy_ZIP=-7.16, Synergy_Bliss=-2.00, Synergy_Loewe=-1.31, Synergy_HSA=-1.28. (4) Drug 1: C1CC(C1)(C(=O)O)C(=O)O.[NH2-].[NH2-].[Pt+2]. Drug 2: CC1CCCC2(C(O2)CC(NC(=O)CC(C(C(=O)C(C1O)C)(C)C)O)C(=CC3=CSC(=N3)C)C)C. Cell line: HCC-2998. Synergy scores: CSS=54.4, Synergy_ZIP=9.51, Synergy_Bliss=7.86, Synergy_Loewe=-7.84, Synergy_HSA=10.2. (5) Drug 1: C1CCN(CC1)CCOC2=CC=C(C=C2)C(=O)C3=C(SC4=C3C=CC(=C4)O)C5=CC=C(C=C5)O. Drug 2: C1=CC(=CC=C1C#N)C(C2=CC=C(C=C2)C#N)N3C=NC=N3. Cell line: NCI-H522. Synergy scores: CSS=1.53, Synergy_ZIP=-2.72, Synergy_Bliss=-1.95, Synergy_Loewe=-1.95, Synergy_HSA=-1.95. (6) Drug 1: CCC(=C(C1=CC=CC=C1)C2=CC=C(C=C2)OCCN(C)C)C3=CC=CC=C3.C(C(=O)O)C(CC(=O)O)(C(=O)O)O. Drug 2: CCCCC(=O)OCC(=O)C1(CC(C2=C(C1)C(=C3C(=C2O)C(=O)C4=C(C3=O)C=CC=C4OC)O)OC5CC(C(C(O5)C)O)NC(=O)C(F)(F)F)O. Cell line: U251. Synergy scores: CSS=61.0, Synergy_ZIP=4.31, Synergy_Bliss=4.00, Synergy_Loewe=-12.4, Synergy_HSA=5.03. (7) Drug 1: CC12CCC3C(C1CCC2=O)CC(=C)C4=CC(=O)C=CC34C. Drug 2: CC1=CC=C(C=C1)C2=CC(=NN2C3=CC=C(C=C3)S(=O)(=O)N)C(F)(F)F. Cell line: SK-MEL-5. Synergy scores: CSS=45.9, Synergy_ZIP=0.158, Synergy_Bliss=-0.941, Synergy_Loewe=-1.42, Synergy_HSA=-1.98.